From a dataset of Forward reaction prediction with 1.9M reactions from USPTO patents (1976-2016). Predict the product of the given reaction. (1) The product is: [CH2:4]([O:11][C:12]1[CH:13]=[CH:14][C:15]([C:18]2[O:22][C:21]([CH2:23][NH2:24])=[N:20][C:19]=2[C:35]2[CH:36]=[CH:37][C:38]([O:41][CH3:42])=[CH:39][CH:40]=2)=[CH:16][CH:17]=1)[C:5]1[CH:10]=[CH:9][CH:8]=[CH:7][CH:6]=1. Given the reactants O.NN.[CH2:4]([O:11][C:12]1[CH:17]=[CH:16][C:15]([C:18]2[O:22][C:21]([CH2:23][N:24]3C(=O)C4C(=CC=CC=4)C3=O)=[N:20][C:19]=2[C:35]2[CH:40]=[CH:39][C:38]([O:41][CH3:42])=[CH:37][CH:36]=2)=[CH:14][CH:13]=1)[C:5]1[CH:10]=[CH:9][CH:8]=[CH:7][CH:6]=1, predict the reaction product. (2) Given the reactants [C:1]([OH:6])(=[O:5])[CH:2]([CH3:4])[OH:3].[C:7]([OH:15])(=[O:14])[C:8]([CH2:10][C:11]([OH:13])=[O:12])=[CH2:9].C(O)CCCO.[Sn+2], predict the reaction product. The product is: [C:1]([OH:6])(=[O:5])[CH:2]([CH3:4])[OH:3].[C:7]([OH:15])(=[O:14])[C:8]([CH2:10][C:11]([OH:13])=[O:12])=[CH2:9]. (3) The product is: [CH3:38][N:37]([CH2:39][C:40]1[CH:41]=[C:42]([NH:43][C:2]2[N:7]=[C:6]([C:8]3[C:9]([C:17]4[CH:18]=[CH:19][C:20]([O:34][CH3:35])=[C:21]([NH:23][C:24](=[O:33])[C:25]5[C:30]([F:31])=[CH:29][CH:28]=[CH:27][C:26]=5[F:32])[CH:22]=4)=[N:10][N:11]4[CH:16]=[CH:15][CH:14]=[CH:13][C:12]=34)[CH:5]=[CH:4][N:3]=2)[CH:44]=[CH:45][CH:46]=1)[CH3:36]. Given the reactants Cl[C:2]1[N:7]=[C:6]([C:8]2[C:9]([C:17]3[CH:18]=[CH:19][C:20]([O:34][CH3:35])=[C:21]([NH:23][C:24](=[O:33])[C:25]4[C:30]([F:31])=[CH:29][CH:28]=[CH:27][C:26]=4[F:32])[CH:22]=3)=[N:10][N:11]3[CH:16]=[CH:15][CH:14]=[CH:13][C:12]=23)[CH:5]=[CH:4][N:3]=1.[CH3:36][N:37]([CH2:39][C:40]1[CH:41]=[C:42]([CH:44]=[CH:45][CH:46]=1)[NH2:43])[CH3:38].Cl, predict the reaction product. (4) Given the reactants C[O:2][C:3](=[O:26])[C:4]1[CH:9]=[CH:8][CH:7]=[C:6]([N:10]2[C:14](=[O:15])[CH2:13][N:12]([C:16]3[CH:21]=[CH:20][C:19]([CH:22]([CH3:24])[CH3:23])=[CH:18][CH:17]=3)[C:11]2=[O:25])[CH:5]=1.[I-].[Li+], predict the reaction product. The product is: [CH:22]([C:19]1[CH:18]=[CH:17][C:16]([N:12]2[CH2:13][C:14](=[O:15])[N:10]([C:6]3[CH:5]=[C:4]([CH:9]=[CH:8][CH:7]=3)[C:3]([OH:26])=[O:2])[C:11]2=[O:25])=[CH:21][CH:20]=1)([CH3:24])[CH3:23]. (5) Given the reactants [Br:1][C:2]1[CH:12]=[CH:11][C:5]([O:6][CH2:7][C:8]([NH2:10])=[O:9])=[C:4]([C:13]#[N:14])[CH:3]=1.N1CCC[CH2:17][CH2:16]1.[C:21]([NH:24][C@@H:25]1[CH2:29][CH2:28][NH:27][CH2:26]1)(=[O:23])[CH3:22], predict the reaction product. The product is: [Br:1][C:2]1[CH:12]=[CH:11][C:5]2[O:6][C:7]3[C:8](=[O:9])[NH:10][C:16]([CH2:17][N:27]4[CH2:28][CH2:29][C@@H:25]([NH:24][C:21](=[O:23])[CH3:22])[CH2:26]4)=[N:14][C:13]=3[C:4]=2[CH:3]=1. (6) Given the reactants COC1C=CC(C[N:8]2[CH:12]=[C:11]([C:13]3[N:14]=[C:15]([NH:18][C:19]4[N:24]=[C:23]([CH3:25])[CH:22]=[CH:21][N:20]=4)[S:16][CH:17]=3)[C:10]([C:26]3[CH2:27][N:28]([C:31]([O:33][CH3:34])=[O:32])[CH2:29][CH:30]=3)=[N:9]2)=CC=1, predict the reaction product. The product is: [CH3:25][C:23]1[CH:22]=[CH:21][N:20]=[C:19]([NH:18][C:15]2[S:16][CH:17]=[C:13]([C:11]3[C:10]([C:26]4[CH2:27][N:28]([C:31]([O:33][CH3:34])=[O:32])[CH2:29][CH:30]=4)=[N:9][NH:8][CH:12]=3)[N:14]=2)[N:24]=1. (7) Given the reactants [Cl:1][C:2]1[C:3]([F:23])=[C:4]([C:11]2(O)[CH2:16][CH2:15][CH:14]([CH2:17][CH2:18][CH2:19][CH2:20][CH3:21])[CH2:13][CH2:12]2)[CH:5]=[CH:6][C:7]=1[O:8][CH2:9][CH3:10].C1(C)C=CC(S(O)(=O)=O)=CC=1.O, predict the reaction product. The product is: [Cl:1][C:2]1[C:3]([F:23])=[C:4]([C:11]2[CH2:16][CH2:15][CH:14]([CH2:17][CH2:18][CH2:19][CH2:20][CH3:21])[CH2:13][CH:12]=2)[CH:5]=[CH:6][C:7]=1[O:8][CH2:9][CH3:10].